Task: Regression. Given two drug SMILES strings and cell line genomic features, predict the synergy score measuring deviation from expected non-interaction effect.. Dataset: Merck oncology drug combination screen with 23,052 pairs across 39 cell lines (1) Synergy scores: synergy=17.7. Cell line: HT144. Drug 2: O=C(CCCCCCC(=O)Nc1ccccc1)NO. Drug 1: CC(=O)OC1C(=O)C2(C)C(O)CC3OCC3(OC(C)=O)C2C(OC(=O)c2ccccc2)C2(O)CC(OC(=O)C(O)C(NC(=O)c3ccccc3)c3ccccc3)C(C)=C1C2(C)C. (2) Drug 1: O=S1(=O)NC2(CN1CC(F)(F)F)C1CCC2Cc2cc(C=CCN3CCC(C(F)(F)F)CC3)ccc2C1. Drug 2: O=C(NOCC(O)CO)c1ccc(F)c(F)c1Nc1ccc(I)cc1F. Cell line: OCUBM. Synergy scores: synergy=22.1. (3) Drug 1: COC1CC2CCC(C)C(O)(O2)C(=O)C(=O)N2CCCCC2C(=O)OC(C(C)CC2CCC(OP(C)(C)=O)C(OC)C2)CC(=O)C(C)C=C(C)C(O)C(OC)C(=O)C(C)CC(C)C=CC=CC=C1C. Drug 2: CCC1(O)C(=O)OCc2c1cc1n(c2=O)Cc2cc3c(CN(C)C)c(O)ccc3nc2-1. Cell line: SW837. Synergy scores: synergy=6.97. (4) Drug 1: CN1C(=O)C=CC2(C)C3CCC4(C)C(NC(=O)OCC(F)(F)F)CCC4C3CCC12. Drug 2: Nc1ccn(C2OC(CO)C(O)C2(F)F)c(=O)n1. Cell line: NCIH2122. Synergy scores: synergy=5.75. (5) Drug 1: CCN(CC)CCNC(=O)c1c(C)[nH]c(C=C2C(=O)Nc3ccc(F)cc32)c1C. Drug 2: CCc1c2c(nc3ccc(O)cc13)-c1cc3c(c(=O)n1C2)COC(=O)C3(O)CC. Cell line: HT144. Synergy scores: synergy=8.51.